Dataset: Forward reaction prediction with 1.9M reactions from USPTO patents (1976-2016). Task: Predict the product of the given reaction. (1) Given the reactants C(N)C(C)(C)C.C(N(CC)C(C)C)(C)C.[CH3:16][O:17][C:18]1[CH:23]=[C:22]([CH2:24][CH2:25][C:26]([NH:28][CH2:29][C:30](C)(C)[CH3:31])=[O:27])[CH:21]=[CH:20][C:19]=1[C:34]1[CH:39]=[CH:38][C:37]([C:40]([NH:42][S:43]([C:46]2[CH:51]=[CH:50][C:49]([NH:52][C@@H:53]([CH2:60][S:61][C:62]3[CH:67]=[CH:66][CH:65]=[CH:64][CH:63]=3)[CH2:54][C:55]([N:57]([CH3:59])[CH3:58])=[O:56])=[C:48]([N+:68]([O-:70])=[O:69])[CH:47]=2)(=[O:45])=[O:44])=[O:41])=[CH:36][CH:35]=1, predict the reaction product. The product is: [CH3:16][O:17][C:18]1[CH:23]=[C:22]([CH2:24][CH2:25][C:26](=[O:27])[NH:28][CH2:29][CH2:30][CH3:31])[CH:21]=[CH:20][C:19]=1[C:34]1[CH:35]=[CH:36][C:37]([C:40]([NH:42][S:43]([C:46]2[CH:51]=[CH:50][C:49]([NH:52][C@@H:53]([CH2:60][S:61][C:62]3[CH:63]=[CH:64][CH:65]=[CH:66][CH:67]=3)[CH2:54][C:55]([N:57]([CH3:59])[CH3:58])=[O:56])=[C:48]([N+:68]([O-:70])=[O:69])[CH:47]=2)(=[O:45])=[O:44])=[O:41])=[CH:38][CH:39]=1. (2) Given the reactants Br[C:2]1[CH:10]=[C:9]2[C:5]([C:6]([N:11]3[CH2:16][CH2:15][N:14]([C:17]([O:19][C:20]([CH3:23])([CH3:22])[CH3:21])=[O:18])[CH2:13][CH2:12]3)=[N:7][NH:8]2)=[CH:4][CH:3]=1.[CH2:24]([NH:26][C:27](=[O:45])[C:28]1[CH:33]=[C:32](B2OC(C)(C)C(C)(C)O2)[C:31]([CH3:43])=[C:30]([F:44])[CH:29]=1)[CH3:25].C(=O)([O-])O.[Na+].O, predict the reaction product. The product is: [CH2:24]([NH:26][C:27]([C:28]1[CH:29]=[C:30]([F:44])[C:31]([CH3:43])=[C:32]([C:2]2[CH:10]=[C:9]3[C:5]([C:6]([N:11]4[CH2:16][CH2:15][N:14]([C:17]([O:19][C:20]([CH3:21])([CH3:23])[CH3:22])=[O:18])[CH2:13][CH2:12]4)=[N:7][NH:8]3)=[CH:4][CH:3]=2)[CH:33]=1)=[O:45])[CH3:25]. (3) Given the reactants [C:1]([C:4]1[NH:5][C:6]2[C:11]([CH:12]=1)=[CH:10][C:9]([C:13]([O:15]C)=[O:14])=[CH:8][CH:7]=2)(=[O:3])[NH2:2].[OH-].[K+], predict the reaction product. The product is: [C:1]([C:4]1[NH:5][C:6]2[C:11]([CH:12]=1)=[CH:10][C:9]([C:13]([OH:15])=[O:14])=[CH:8][CH:7]=2)(=[O:3])[NH2:2].